From a dataset of Reaction yield outcomes from USPTO patents with 853,638 reactions. Predict the reaction yield, written as a fraction of the theoretical maximum amount of product (1.0 means a 100% yield; for example, 0.34 means a 34% yield). (1) The reactants are [O:1]1[C:5]2[CH:6]=[CH:7][CH:8]=[CH:9][C:4]=2[CH:3]=[C:2]1B(O)O.Br[C:14]1[CH:35]=[CH:34][C:17]([C:18]([NH:20][S:21]([C:24]2[CH:29]=[CH:28][CH:27]=[CH:26][C:25]=2[S:30](=[O:33])(=[O:32])[NH2:31])(=[O:23])=[O:22])=[O:19])=[C:16]([CH3:36])[C:15]=1[O:37][CH3:38]. No catalyst specified. The product is [O:1]1[C:5]2[CH:6]=[CH:7][CH:8]=[CH:9][C:4]=2[CH:3]=[C:2]1[C:14]1[CH:35]=[CH:34][C:17]([C:18]([NH:20][S:21]([C:24]2[CH:29]=[CH:28][CH:27]=[CH:26][C:25]=2[S:30](=[O:32])(=[O:33])[NH2:31])(=[O:22])=[O:23])=[O:19])=[C:16]([CH3:36])[C:15]=1[O:37][CH3:38]. The yield is 0.480. (2) The reactants are [CH:1]1([C@@H:7]2[CH2:12][CH2:11][N:10]([C:13]([O:15][CH2:16][C:17]3[CH:22]=[CH:21][CH:20]=[CH:19][CH:18]=3)=[O:14])[CH2:9][C@H:8]2[NH:23][C:24](OC2C=CC([N+]([O-])=O)=CC=2)=[O:25])[CH2:6][CH2:5][CH2:4][CH2:3][CH2:2]1.[Cl:36][C:37]1[C:38]([F:57])=[C:39]([C@:43]([C@@H:51]2[CH2:56][CH2:55][CH2:54][NH:53][CH2:52]2)([OH:50])[CH2:44][CH2:45][CH2:46][CH2:47][O:48][CH3:49])[CH:40]=[CH:41][CH:42]=1.CCN(C(C)C)C(C)C. The catalyst is C(Cl)Cl. The product is [Cl:36][C:37]1[C:38]([F:57])=[C:39]([C@:43]([C@@H:51]2[CH2:56][CH2:55][CH2:54][N:53]([C:24]([NH:23][C@H:8]3[C@H:7]([CH:1]4[CH2:2][CH2:3][CH2:4][CH2:5][CH2:6]4)[CH2:12][CH2:11][N:10]([C:13]([O:15][CH2:16][C:17]4[CH:18]=[CH:19][CH:20]=[CH:21][CH:22]=4)=[O:14])[CH2:9]3)=[O:25])[CH2:52]2)([OH:50])[CH2:44][CH2:45][CH2:46][CH2:47][O:48][CH3:49])[CH:40]=[CH:41][CH:42]=1. The yield is 0.630. (3) The reactants are [C:1]([O:7][C:8]1[CH:9]=[C:10]2[C:14](=[C:15]([N+:17]([O-])=O)[CH:16]=1)[NH:13][C:12]([C:20]1[S:21][CH:22]([CH:25]([O:28][CH3:29])[O:26][CH3:27])[CH2:23][N:24]=1)=[CH:11]2)(=[O:6])[C:2]([CH3:5])([CH3:4])[CH3:3].O.[Cl-].[Ca+2].[Cl-].C(=O)([O-])O.[Na+]. The catalyst is C(O)C.[Fe]. The product is [C:1]([O:7][C:8]1[CH:9]=[C:10]2[C:14](=[C:15]([NH2:17])[CH:16]=1)[NH:13][C:12]([C:20]1[S:21][CH:22]([CH:25]([O:26][CH3:27])[O:28][CH3:29])[CH2:23][N:24]=1)=[CH:11]2)(=[O:6])[C:2]([CH3:5])([CH3:4])[CH3:3]. The yield is 0.640. (4) The reactants are [C:1]([NH:4][C:5]1[S:20][C:8]2[CH2:9][N:10](C(OC(C)(C)C)=O)[CH2:11][CH2:12][C:7]=2[C:6]=1[C:21](=[O:29])[NH:22][C:23]1[CH:28]=[CH:27][CH:26]=[CH:25][CH:24]=1)(=[O:3])[CH3:2].[F:30][C:31]([F:36])([F:35])[C:32]([OH:34])=[O:33]. The catalyst is ClCCl. The product is [F:30][C:31]([F:36])([F:35])[C:32]([O-:34])=[O:33].[C:1]([NH:4][C:5]1[S:20][C:8]2[CH2:9][NH2+:10][CH2:11][CH2:12][C:7]=2[C:6]=1[C:21](=[O:29])[NH:22][C:23]1[CH:24]=[CH:25][CH:26]=[CH:27][CH:28]=1)(=[O:3])[CH3:2]. The yield is 0.990. (5) The reactants are Cl[C:2]1[N:7]=[C:6]([NH:8][C@@H:9]2[C:17]3[C:12](=[CH:13][CH:14]=[CH:15][CH:16]=3)[CH2:11][CH2:10]2)[N:5]=[C:4]([NH:18][C@H:19]2[C@@H:23]3[O:24][C:25]([CH3:28])([CH3:27])[O:26][C@@H:22]3[C@@H:21]([CH2:29][OH:30])[CH2:20]2)[N:3]=1. The catalyst is CCO.[Pd]. The product is [C@@H:9]1([NH:8][C:6]2[N:7]=[CH:2][N:3]=[C:4]([NH:18][C@H:19]3[C@@H:23]4[O:24][C:25]([CH3:27])([CH3:28])[O:26][C@@H:22]4[C@@H:21]([CH2:29][OH:30])[CH2:20]3)[N:5]=2)[C:17]2[C:12](=[CH:13][CH:14]=[CH:15][CH:16]=2)[CH2:11][CH2:10]1. The yield is 0.480. (6) The reactants are [C:1]([O:4][C:5]1[CH:13]=[CH:12][C:11]([Br:14])=[CH:10][C:6]=1[C:7]([OH:9])=O)(=[O:3])[CH3:2].[NH2:15][C:16]1[O:17][C:18]([CH2:23][CH3:24])=[C:19]([CH2:21][CH3:22])[N:20]=1. No catalyst specified. The product is [C:1]([O:4][C:5]1[CH:13]=[CH:12][C:11]([Br:14])=[CH:10][C:6]=1[C:7]([NH:15][C:16]1[O:17][C:18]([CH2:23][CH3:24])=[C:19]([CH2:21][CH3:22])[N:20]=1)=[O:9])(=[O:3])[CH3:2]. The yield is 0.220. (7) The reactants are O=[C:2]([CH:8]1[CH2:13][CH2:12][CH2:11][CH2:10][C:9]1=O)[C:3]([O:5]CC)=[O:4].Cl.[Br:16][C:17]1[CH:18]=[C:19]([C:23](=[NH:25])[NH2:24])[CH:20]=[CH:21][CH:22]=1.[O-]CC.[Na+].C(O)C. No catalyst specified. The product is [Br:16][C:17]1[CH:18]=[C:19]([C:23]2[N:25]=[C:2]([C:3]([OH:5])=[O:4])[C:8]3[CH2:13][CH2:12][CH2:11][CH2:10][C:9]=3[N:24]=2)[CH:20]=[CH:21][CH:22]=1. The yield is 0.390. (8) The reactants are C(NC(C)C)(C)C.[CH:8]1([C:11]([O:13][C:14]([CH3:17])([CH3:16])[CH3:15])=[O:12])[CH2:10][CH2:9]1.[CH2:18]([C@H:20]1[C:24](=O)[O:23]C(=O)[N:21]1[C:27]([O:29][CH2:30][C:31]1[CH:36]=[CH:35][CH:34]=[CH:33][CH:32]=1)=[O:28])[CH3:19].C(O)(=O)C. The catalyst is O1CCCC1.O. The product is [CH2:30]([O:29][C:27]([NH:21][C@@H:20]([CH2:18][CH3:19])[C:24]([C:8]1([C:11]([O:13][C:14]([CH3:17])([CH3:16])[CH3:15])=[O:12])[CH2:10][CH2:9]1)=[O:23])=[O:28])[C:31]1[CH:36]=[CH:35][CH:34]=[CH:33][CH:32]=1. The yield is 0.240. (9) The reactants are [F:1][C:2]1[CH:9]=[C:8]([OH:10])[CH:7]=[C:6]([F:11])[C:3]=1[CH:4]=[O:5].C(Cl)Cl.N1C=CC=CC=1.Cl[C:22]([O:24][CH:25]([CH3:27])[CH3:26])=[O:23]. The catalyst is C1(C)C=CC=CC=1.O. The product is [C:22](=[O:23])([O:24][CH:25]([CH3:27])[CH3:26])[O:10][C:8]1[CH:9]=[C:2]([F:1])[C:3]([CH:4]=[O:5])=[C:6]([F:11])[CH:7]=1. The yield is 0.840.